Dataset: Forward reaction prediction with 1.9M reactions from USPTO patents (1976-2016). Task: Predict the product of the given reaction. The product is: [C:37]([OH:49])(=[O:48])[CH2:38][C:39]([CH2:44][C:45]([OH:47])=[O:46])([C:41]([OH:43])=[O:42])[OH:40].[CH2:1]([S:3]([C:6]1[CH:7]=[C:8]([C:12]2[CH:20]=[C:19]([C:21]([NH:23][CH:24]3[CH2:25][CH2:26][N:27]([CH3:30])[CH2:28][CH2:29]3)=[O:22])[C:18]([CH3:31])=[C:17]3[C:13]=2[C:14]2[CH:35]=[C:34]([CH3:36])[CH:33]=[N:32][C:15]=2[NH:16]3)[CH:9]=[CH:10][CH:11]=1)(=[O:4])=[O:5])[CH3:2]. Given the reactants [CH2:1]([S:3]([C:6]1[CH:7]=[C:8]([C:12]2[CH:20]=[C:19]([C:21]([NH:23][CH:24]3[CH2:29][CH2:28][N:27]([CH3:30])[CH2:26][CH2:25]3)=[O:22])[C:18]([CH3:31])=[C:17]3[C:13]=2[C:14]2[CH:35]=[C:34]([CH3:36])[CH:33]=[N:32][C:15]=2[NH:16]3)[CH:9]=[CH:10][CH:11]=1)(=[O:5])=[O:4])[CH3:2].[C:37]([OH:49])(=[O:48])[CH2:38][C:39]([CH2:44][C:45]([OH:47])=[O:46])([C:41]([OH:43])=[O:42])[OH:40], predict the reaction product.